From a dataset of Full USPTO retrosynthesis dataset with 1.9M reactions from patents (1976-2016). Predict the reactants needed to synthesize the given product. (1) Given the product [F:41][C:40]([F:43])([F:42])[C:38]([OH:44])=[O:39].[NH:29]1[CH2:28][CH:27]([C:13]2[CH:38]=[C:15]3[C:20]([N:21]4[CH2:22][CH2:23][O:24][CH2:25][CH2:26]4)=[CH:19][CH:18]=[N:17][N:16]3[C:12]=2[C:9]2[CH:8]=[CH:7][C:6]([C:4]([O:3][CH2:1][CH3:2])=[O:5])=[CH:11][CH:10]=2)[CH2:30]1, predict the reactants needed to synthesize it. The reactants are: [CH2:1]([O:3][C:4]([C:6]1[CH:11]=[CH:10][C:9]([C:12]2[N:16]3[N:17]=[CH:18][CH:19]=[C:20]([N:21]4[CH2:26][CH2:25][O:24][CH2:23][CH2:22]4)[C:15]3=N[C:13]=2[CH:27]2[CH2:30][N:29](C(OC(C)(C)C)=O)[CH2:28]2)=[CH:8][CH:7]=1)=[O:5])[CH3:2].[C:38]([OH:44])([C:40]([F:43])([F:42])[F:41])=[O:39]. (2) Given the product [Br:1][C:2]1[CH:7]=[CH:6][C:5]([O:8][CH2:29][C:13]2[CH:14]=[N:15][N:16]([CH:17]3[CH2:22][CH2:21][N:20]([C:23]([O:25][CH:26]([CH3:28])[CH3:27])=[O:24])[CH2:19][CH2:18]3)[C:12]=2[C:10]#[N:11])=[C:4]([F:9])[CH:3]=1, predict the reactants needed to synthesize it. The reactants are: [Br:1][C:2]1[CH:7]=[CH:6][C:5]([OH:8])=[C:4]([F:9])[CH:3]=1.[C:10]([C:12]1[N:16]([CH:17]2[CH2:22][CH2:21][N:20]([C:23]([O:25][CH:26]([CH3:28])[CH3:27])=[O:24])[CH2:19][CH2:18]2)[N:15]=[CH:14][C:13]=1[CH2:29]O)#[N:11].[Si](OCCSC1C=CC(OCC2C=NN(C3CCN(C(OC(C)C)=O)CC3)C=2C#N)=C(F)C=1)(C(C)(C)C)(C)C. (3) The reactants are: [F:1][C:2]1[CH:33]=[CH:32][C:5]([CH2:6][N:7]2[C:15]3[C:10](=[N:11][CH:12]=[CH:13][CH:14]=3)[C:9]([C:16]([NH:18][CH:19]3[CH2:24][CH2:23][N:22](C(OC(C)(C)C)=O)[CH2:21][CH2:20]3)=[O:17])=[CH:8]2)=[CH:4][CH:3]=1.C(O)(C(F)(F)F)=O.CO. Given the product [F:1][C:2]1[CH:33]=[CH:32][C:5]([CH2:6][N:7]2[C:15]3[C:10](=[N:11][CH:12]=[CH:13][CH:14]=3)[C:9]([C:16]([NH:18][CH:19]3[CH2:24][CH2:23][NH:22][CH2:21][CH2:20]3)=[O:17])=[CH:8]2)=[CH:4][CH:3]=1, predict the reactants needed to synthesize it. (4) Given the product [Br:1][C:2]1[CH:3]=[C:4]([C:8]2([C:15]3[CH:20]=[CH:19][N:18]=[CH:17][CH:16]=3)[C:12]3=[N:25][CH2:24][CH2:23][CH2:22][N:21]3[C:10](=[S:14])[NH:9]2)[CH:5]=[CH:6][CH:7]=1, predict the reactants needed to synthesize it. The reactants are: [Br:1][C:2]1[CH:3]=[C:4]([C:8]2([C:15]3[CH:20]=[CH:19][N:18]=[CH:17][CH:16]=3)[C:12](=S)S[C:10](=[S:14])[NH:9]2)[CH:5]=[CH:6][CH:7]=1.[NH2:21][CH2:22][CH2:23][CH2:24][NH2:25].CO. (5) Given the product [F:15][C:16]1[CH:21]=[CH:20][CH:19]=[CH:18][C:17]=1[N:22]1[C:31]2[C:26](=[CH:27][C:28]([F:33])=[C:29]([N:5]3[CH2:6][CH2:7][N:2]([CH3:1])[CH2:3][CH2:4]3)[CH:30]=2)[C:25](=[O:34])[N:24]([O:35][CH2:36][C:37]2[CH:38]=[CH:39][CH:40]=[CH:41][CH:42]=2)[C:23]1=[O:43], predict the reactants needed to synthesize it. The reactants are: [CH3:1][N:2]1[CH2:7][CH2:6][NH:5][CH2:4][CH2:3]1.C(N(CC)CC)C.[F:15][C:16]1[CH:21]=[CH:20][CH:19]=[CH:18][C:17]=1[N:22]1[C:31]2[C:26](=[CH:27][C:28]([F:33])=[C:29](F)[CH:30]=2)[C:25](=[O:34])[N:24]([O:35][CH2:36][C:37]2[CH:42]=[CH:41][CH:40]=[CH:39][CH:38]=2)[C:23]1=[O:43]. (6) Given the product [O:16]=[C:11]1[C:10](=[CH:27][C:26]2[NH:25][CH:24]=[C:23]3[C:18](=[O:17])[O:19][CH2:20][CH2:21][C:22]=23)[C:9]2[C:13](=[CH:14][CH:15]=[C:7]([C:1]3[CH:2]=[CH:3][CH:4]=[CH:5][CH:6]=3)[CH:8]=2)[NH:12]1, predict the reactants needed to synthesize it. The reactants are: [C:1]1([C:7]2[CH:8]=[C:9]3[C:13](=[CH:14][CH:15]=2)[NH:12][C:11](=[O:16])[CH2:10]3)[CH:6]=[CH:5][CH:4]=[CH:3][CH:2]=1.[O:17]=[C:18]1[C:23]2=[CH:24][NH:25][C:26]([CH:27]=O)=[C:22]2[CH2:21][CH2:20][O:19]1. (7) Given the product [CH3:1][O:2][C:3]1[CH:18]=[C:17]([NH2:19])[CH:16]=[CH:15][C:4]=1[O:5][CH2:6][CH2:7][N:8]1[CH2:13][CH2:12][CH:11]([CH3:14])[CH2:10][CH2:9]1, predict the reactants needed to synthesize it. The reactants are: [CH3:1][O:2][C:3]1[CH:18]=[C:17]([N+:19]([O-])=O)[CH:16]=[CH:15][C:4]=1[O:5][CH2:6][CH2:7][N:8]1[CH2:13][CH2:12][CH:11]([CH3:14])[CH2:10][CH2:9]1. (8) Given the product [CH2:4]([C:8]1[O:12][N:11]=[C:10]([C:13]([OH:15])=[O:14])[N:9]=1)[CH2:5][CH2:6][CH3:7], predict the reactants needed to synthesize it. The reactants are: [OH-].[K+].O.[CH2:4]([C:8]1[O:12][N:11]=[C:10]([C:13]([O:15]CC)=[O:14])[N:9]=1)[CH2:5][CH2:6][CH3:7].